Dataset: Forward reaction prediction with 1.9M reactions from USPTO patents (1976-2016). Task: Predict the product of the given reaction. (1) Given the reactants [Si]([O:8][CH2:9][CH2:10][O:11][C:12]1[C:13]([NH:34][C:35]2[C:40]([C:41]#[N:42])=[CH:39][N:38]=[CH:37][CH:36]=2)=[N:14][C:15]([C:18]2[C:19]3[CH2:33][CH2:32][CH2:31][C:20]=3[N:21]([CH2:23][C:24]3[CH:29]=[CH:28][CH:27]=[CH:26][C:25]=3[F:30])[N:22]=2)=[N:16][CH:17]=1)(C(C)(C)C)(C)C.Cl, predict the reaction product. The product is: [F:30][C:25]1[CH:26]=[CH:27][CH:28]=[CH:29][C:24]=1[CH2:23][N:21]1[C:20]2[CH2:31][CH2:32][CH2:33][C:19]=2[C:18]([C:15]2[N:14]=[C:13]([NH:34][C:35]3[C:40]([C:41]#[N:42])=[CH:39][N:38]=[CH:37][CH:36]=3)[C:12]([O:11][CH2:10][CH2:9][OH:8])=[CH:17][N:16]=2)=[N:22]1. (2) Given the reactants [Cl:1][C:2]1[CH:12]=[C:11]([NH:13][CH:14]2[CH2:18][CH2:17][CH:16](O)[CH2:15]2)[C:5]([C:6]([O:8][CH2:9][CH3:10])=[O:7])=[CH:4][N:3]=1.CCN(S(F)(F)[F:26])CC.ClC1C=C(N[C@@H]2CCCC2F)C(C(OCC)=O)=CN=1.N[C@H](C(O)=O)CC1C=CC=CC=1, predict the reaction product. The product is: [Cl:1][C:2]1[CH:12]=[C:11]([NH:13][C@H:14]2[CH2:18][CH2:17][CH:16]([F:26])[CH2:15]2)[C:5]([C:6]([O:8][CH2:9][CH3:10])=[O:7])=[CH:4][N:3]=1.